This data is from Catalyst prediction with 721,799 reactions and 888 catalyst types from USPTO. The task is: Predict which catalyst facilitates the given reaction. Reactant: [Br:1][C:2]1[CH:11]=[C:10]2[C:5]([C:6]([NH:15][CH2:16][CH2:17][CH2:18][CH2:19][CH2:20]O)=[C:7]([N+:12]([O-:14])=[O:13])[CH:8]=[N:9]2)=[CH:4][CH:3]=1.S(Cl)([Cl:24])=O.C(=O)(O)[O-].[Na+].O. Product: [Br:1][C:2]1[CH:11]=[C:10]2[C:5]([C:6]([NH:15][CH2:16][CH2:17][CH2:18][CH2:19][CH2:20][Cl:24])=[C:7]([N+:12]([O-:14])=[O:13])[CH:8]=[N:9]2)=[CH:4][CH:3]=1. The catalyst class is: 4.